From a dataset of Catalyst prediction with 721,799 reactions and 888 catalyst types from USPTO. Predict which catalyst facilitates the given reaction. (1) Reactant: [CH2:1]([O:3][C:4]([CH:6]1[CH2:8][C:7]1([C@@H:20]1[C@:28]2([CH3:29])[C@H:23]([C@@H:24]([O:30][Si:31]([C:34]([CH3:37])([CH3:36])[CH3:35])([CH3:33])[CH3:32])[CH2:25][CH2:26][CH2:27]2)[CH2:22][CH2:21]1)[CH2:9][CH2:10][CH2:11][C:12]([CH3:19])([O:14][Si](C)(C)C)[CH3:13])=[O:5])[CH3:2].[F-].C([N+](CCCC)(CCCC)CCCC)CCC.C(OCC)(=O)C. Product: [CH2:1]([O:3][C:4]([CH:6]1[CH2:8][C:7]1([C@@H:20]1[C@:28]2([CH3:29])[C@H:23]([C@@H:24]([O:30][Si:31]([C:34]([CH3:35])([CH3:37])[CH3:36])([CH3:32])[CH3:33])[CH2:25][CH2:26][CH2:27]2)[CH2:22][CH2:21]1)[CH2:9][CH2:10][CH2:11][C:12]([OH:14])([CH3:19])[CH3:13])=[O:5])[CH3:2]. The catalyst class is: 7. (2) Reactant: [C@H:1]12[CH2:7][C@H:4]([NH:5][CH2:6]1)[CH2:3][N:2]2[C:8]([O:10][C:11]([CH3:14])([CH3:13])[CH3:12])=[O:9].[C:15]([NH:25][CH2:26][C:27](O)=[O:28])([O:17][CH2:18][C:19]1[CH:24]=[CH:23][CH:22]=[CH:21][CH:20]=1)=[O:16].O.ON1C2C=CC=CC=2N=N1.C(N(CC)C(C)C)(C)C.Cl.CN(C)CCCN=C=NCC. Product: [CH2:18]([O:17][C:15]([NH:25][CH2:26][C:27]([N:5]1[CH2:6][C@@H:1]2[CH2:7][C@H:4]1[CH2:3][N:2]2[C:8]([O:10][C:11]([CH3:14])([CH3:13])[CH3:12])=[O:9])=[O:28])=[O:16])[C:19]1[CH:24]=[CH:23][CH:22]=[CH:21][CH:20]=1. The catalyst class is: 4. (3) Reactant: [F:1][C:2]1[CH:7]=[C:6]([I:8])[CH:5]=[CH:4][C:3]=1[NH:9][C:10]1[C:18]([C:19]([NH:21][O:22][CH2:23][CH2:24][OH:25])=[O:20])=[C:17]2[N:13]([CH2:14][CH2:15][CH2:16]2)[C:12](=[O:26])[CH:11]=1.[Cl:27]N1C(=O)CCC1=O. Product: [Cl:27][C:11]1[C:12](=[O:26])[N:13]2[C:17](=[C:18]([C:19]([NH:21][O:22][CH2:23][CH2:24][OH:25])=[O:20])[C:10]=1[NH:9][C:3]1[CH:4]=[CH:5][C:6]([I:8])=[CH:7][C:2]=1[F:1])[CH2:16][CH2:15][CH2:14]2. The catalyst class is: 3. (4) Reactant: [Li]CCCC.[F:6][C:7]1[CH:12]=[CH:11][CH:10]=[C:9]([F:13])[CH:8]=1.[CH3:14][C:15]1[C:19]([C:20]2[CH:21]=[C:22]([CH:39]=[O:40])[C:23]3[N:27]=[C:26]([O:28][CH2:29][CH3:30])[N:25]([C:31]([O:33][C:34]([CH3:37])([CH3:36])[CH3:35])=[O:32])[C:24]=3[CH:38]=2)=[C:18]([CH3:41])[O:17][N:16]=1. Product: [F:6][C:7]1[CH:12]=[CH:11][CH:10]=[C:9]([F:13])[C:8]=1[C:39]([C:22]1[C:23]2[N:27]=[C:26]([O:28][CH2:29][CH3:30])[N:25]([C:31]([O:33][C:34]([CH3:37])([CH3:35])[CH3:36])=[O:32])[C:24]=2[CH:38]=[C:20]([C:19]2[C:15]([CH3:14])=[N:16][O:17][C:18]=2[CH3:41])[CH:21]=1)=[O:40]. The catalyst class is: 1. (5) Reactant: [BH4-].[Na+].Br.[Br-].[NH2:5][CH2:6][CH2:7][CH2:8][N+:9]1[CH:14]=[CH:13][C:12]([C:15]2[CH:20]=[CH:19][CH:18]=[CH:17][N:16]=2)=[CH:11][CH:10]=1. Product: [N:16]1[CH:17]=[CH:18][CH:19]=[CH:20][C:15]=1[C:12]1[CH2:13][CH2:14][N:9]([CH2:8][CH2:7][CH2:6][NH2:5])[CH2:10][CH:11]=1. The catalyst class is: 5. (6) Reactant: C[O:2][C:3]([C:5]1([C:8]2[CH:13]=[CH:12][C:11]([C:14]3[CH:19]=[CH:18][C:17]([C:20]4[N:21]=[N:22][N:23]([CH3:41])[C:24]=4[NH:25][C:26]([O:28][CH:29]([C:31]4[CH:36]=[CH:35][CH:34]=[C:33]([C:37]([F:40])([F:39])[F:38])[CH:32]=4)[CH3:30])=[O:27])=[CH:16][CH:15]=3)=[CH:10][CH:9]=2)[CH2:7][CH2:6]1)=[O:4].C1COCC1.[OH-].[Na+]. Product: [CH3:41][N:23]1[C:24]([NH:25][C:26]([O:28][CH:29]([C:31]2[CH:36]=[CH:35][CH:34]=[C:33]([C:37]([F:38])([F:39])[F:40])[CH:32]=2)[CH3:30])=[O:27])=[C:20]([C:17]2[CH:18]=[CH:19][C:14]([C:11]3[CH:10]=[CH:9][C:8]([C:5]4([C:3]([OH:4])=[O:2])[CH2:7][CH2:6]4)=[CH:13][CH:12]=3)=[CH:15][CH:16]=2)[N:21]=[N:22]1. The catalyst class is: 8. (7) Reactant: [Cl:1][C:2]1[CH:3]=[C:4]([F:20])[C:5]([N:8]2[C:17](=[O:18])[CH:11]3[CH2:12][CH:13](O)[CH2:14][CH2:15][N:10]3[C:9]2=[O:19])=[N:6][CH:7]=1.C(N(S(F)(F)[F:27])CC)C. Product: [Cl:1][C:2]1[CH:3]=[C:4]([F:20])[C:5]([N:8]2[C:17](=[O:18])[CH:11]3[CH2:12][CH:13]([F:27])[CH2:14][CH2:15][N:10]3[C:9]2=[O:19])=[N:6][CH:7]=1. The catalyst class is: 6. (8) Reactant: [CH3:1][O:2][C:3]([C:5]1([C:8]([OH:10])=O)[CH2:7][CH2:6]1)=[O:4].Cl.CN.[CH:14]([N:17](CC)C(C)C)(C)C.F[P-](F)(F)(F)(F)F.N1(OC(N(C)C)=[N+](C)C)C2N=CC=CC=2N=N1.C(=O)(O)[O-].[Na+]. Product: [CH3:14][NH:17][C:8]([C:5]1([C:3]([O:2][CH3:1])=[O:4])[CH2:7][CH2:6]1)=[O:10]. The catalyst class is: 9. (9) Reactant: [F:1][C:2]1[CH:3]=[C:4]([O:10][CH3:11])[C:5]([O:8][CH3:9])=[CH:6][CH:7]=1.[CH3:12][O:13]C(Cl)Cl. Product: [CH3:11][O:10][C:4]1[C:5]([O:8][CH3:9])=[CH:6][C:7]([CH:12]=[O:13])=[C:2]([F:1])[CH:3]=1. The catalyst class is: 642.